From a dataset of Forward reaction prediction with 1.9M reactions from USPTO patents (1976-2016). Predict the product of the given reaction. (1) Given the reactants [Cl:1][C:2]1[C:10]([C:11]([C:14]#[N:15])([CH3:13])[CH3:12])=[CH:9][CH:8]=[CH:7][C:3]=1[C:4](O)=[O:5].CN(C)C=O.C(Cl)(=O)C([Cl:24])=O, predict the reaction product. The product is: [Cl:1][C:2]1[C:10]([C:11]([C:14]#[N:15])([CH3:13])[CH3:12])=[CH:9][CH:8]=[CH:7][C:3]=1[C:4]([Cl:24])=[O:5]. (2) Given the reactants Br[CH2:2][CH2:3][CH2:4][CH2:5][C@@:6]([CH2:14][CH3:15])([C:10]([O:12][CH3:13])=[O:11])[C:7]([OH:9])=[O:8].O1CCCC1, predict the reaction product. The product is: [CH2:14]([C@@:6]([C:10]([O:12][CH3:13])=[O:11])([CH2:5][CH2:4][CH2:3][CH3:2])[C:7]([OH:9])=[O:8])[CH3:15]. (3) The product is: [Br:22][C:23]1[CH:28]=[CH:27][C:26]([CH:29]2[CH2:30][CH:34]2[C:35]([O:37][CH2:38][CH3:39])=[O:36])=[C:25]([F:31])[CH:24]=1. Given the reactants C(C1OC[C@@H](C(C)(C)C)N=1)(C1OC[C@@H](C(C)(C)C)N=1)(C)C.[Br:22][C:23]1[CH:28]=[CH:27][C:26]([CH:29]=[CH2:30])=[C:25]([F:31])[CH:24]=1.[N+](=[CH:34][C:35]([O:37][CH2:38][CH3:39])=[O:36])=[N-], predict the reaction product. (4) Given the reactants [F:1][C:2]1[CH:7]=[CH:6][CH:5]=[CH:4][C:3]=1[NH:8][C:9](=[O:15])[O:10][C:11]([CH3:14])([CH3:13])[CH3:12].C([Li])(C)(C)C.CCCCC.[C:26](=[O:28])=[O:27], predict the reaction product. The product is: [C:11]([O:10][C:9]([NH:8][C:3]1[C:2]([F:1])=[CH:7][CH:6]=[CH:5][C:4]=1[C:26]([OH:28])=[O:27])=[O:15])([CH3:12])([CH3:14])[CH3:13].